This data is from Forward reaction prediction with 1.9M reactions from USPTO patents (1976-2016). The task is: Predict the product of the given reaction. (1) Given the reactants C[O-].[Na+].[F:4][CH:5]([F:8])[C:6]#[N:7].Cl.[CH3:10][O:11][C:12](=[O:17])[CH:13]([CH2:15][OH:16])N, predict the reaction product. The product is: [F:4][CH:5]([F:8])[C:6]1[O:16][CH2:15][CH:13]([C:12]([O:11][CH3:10])=[O:17])[N:7]=1. (2) The product is: [F:18][C:2]([F:1])([F:17])[C:3]1[CH:4]=[CH:5][C:6]([N:11]2[C:15]([CH2:19][N:20]([CH3:22])[CH3:21])=[C:14]([CH3:16])[N:13]=[CH:12]2)=[C:7]([CH:10]=1)[C:8]#[N:9]. Given the reactants [F:1][C:2]([F:18])([F:17])[C:3]1[CH:4]=[CH:5][C:6]([N:11]2[CH:15]=[C:14]([CH3:16])[N:13]=[CH:12]2)=[C:7]([CH:10]=1)[C:8]#[N:9].[CH3:19][N+:20]([CH3:22])=[CH2:21].[I-], predict the reaction product.